Dataset: Catalyst prediction with 721,799 reactions and 888 catalyst types from USPTO. Task: Predict which catalyst facilitates the given reaction. (1) Reactant: [CH:1]1([N:4]([CH:16]2[CH2:19][O:18][CH2:17]2)[CH:5]2[CH2:10][CH2:9][CH:8]([C:11](OCC)=[O:12])[CH2:7][CH2:6]2)[CH2:3][CH2:2]1.[H-].[Al+3].[Li+].[H-].[H-].[H-].[OH-].[Na+]. Product: [CH:1]1([N:4]([CH:16]2[CH2:19][O:18][CH2:17]2)[CH:5]2[CH2:6][CH2:7][CH:8]([CH2:11][OH:12])[CH2:9][CH2:10]2)[CH2:2][CH2:3]1. The catalyst class is: 54. (2) Reactant: [NH:1]1[CH2:6][CH2:5][CH:4]([O:7][C:8]2[C:9]3[N:17]=[C:16]([C:18]4[CH:19]=[C:20]([NH:24][S:25]([C:28]5[CH:33]=[CH:32][CH:31]=[CH:30][CH:29]=5)(=[O:27])=[O:26])[CH:21]=[N:22][CH:23]=4)[CH:15]=[CH:14][C:10]=3[N:11]=[CH:12][N:13]=2)[CH2:3][CH2:2]1.[C:34](Cl)([CH3:36])=[O:35]. Product: [C:34]([N:1]1[CH2:6][CH2:5][CH:4]([O:7][C:8]2[C:9]3[N:17]=[C:16]([C:18]4[CH:19]=[C:20]([NH:24][S:25]([C:28]5[CH:33]=[CH:32][CH:31]=[CH:30][CH:29]=5)(=[O:26])=[O:27])[CH:21]=[N:22][CH:23]=4)[CH:15]=[CH:14][C:10]=3[N:11]=[CH:12][N:13]=2)[CH2:3][CH2:2]1)(=[O:35])[CH3:36]. The catalyst class is: 34. (3) Reactant: [C:1]([O:5][C:6]([N:8]1[CH2:13][CH2:12][C:11](=[O:14])[CH2:10][CH2:9]1)=[O:7])([CH3:4])([CH3:3])[CH3:2].CO[CH:17](OC)[N:18]([CH3:20])[CH3:19]. Product: [C:1]([O:5][C:6]([N:8]1[CH2:9][CH2:10][C:11](=[O:14])[C:12](=[CH:17][N:18]([CH3:20])[CH3:19])[CH2:13]1)=[O:7])([CH3:4])([CH3:2])[CH3:3]. The catalyst class is: 3. (4) Reactant: [CH2:1]([O:8][C:9]1[CH:14]=[CH:13][C:12]([N:15]2[C:19]3=[N:20][CH:21]=[CH:22][C:23]([CH3:24])=[C:18]3[NH:17][C:16]2=[O:25])=[CH:11][CH:10]=1)[C:2]1[CH:7]=[CH:6][CH:5]=[CH:4][CH:3]=1.[CH3:26][C:27](C)([O-])C.[K+].C(I)C.[Na+].[Cl-]. Product: [CH2:1]([O:8][C:9]1[CH:10]=[CH:11][C:12]([N:15]2[C:19]3=[N:20][CH:21]=[CH:22][C:23]([CH3:24])=[C:18]3[N:17]([CH2:26][CH3:27])[C:16]2=[O:25])=[CH:13][CH:14]=1)[C:2]1[CH:7]=[CH:6][CH:5]=[CH:4][CH:3]=1. The catalyst class is: 303. (5) Reactant: [CH2:1]([C:7]1[CH:12]=[CH:11][C:10]([C:13]2[C:14]([C:33]([NH2:35])=O)=[N:15][N:16]([C:22]([CH3:32])([CH3:31])[CH2:23][C:24]3[CH:29]=[CH:28][C:27]([CH3:30])=[CH:26][CH:25]=3)[C:17]=2[O:18][CH2:19][O:20][CH3:21])=[CH:9][CH:8]=1)[CH2:2][CH2:3][CH2:4][CH2:5][CH3:6].C(N(CC)CC)C.ClC(Cl)(Cl)C(Cl)=O. Product: [CH2:1]([C:7]1[CH:8]=[CH:9][C:10]([C:13]2[C:14]([C:33]#[N:35])=[N:15][N:16]([C:22]([CH3:32])([CH3:31])[CH2:23][C:24]3[CH:25]=[CH:26][C:27]([CH3:30])=[CH:28][CH:29]=3)[C:17]=2[O:18][CH2:19][O:20][CH3:21])=[CH:11][CH:12]=1)[CH2:2][CH2:3][CH2:4][CH2:5][CH3:6]. The catalyst class is: 2.